This data is from Full USPTO retrosynthesis dataset with 1.9M reactions from patents (1976-2016). The task is: Predict the reactants needed to synthesize the given product. Given the product [Br:15][C:12]1[CH:13]=[C:8]([O:1][C:2]2[CH:3]=[CH:4][CH:5]=[CH:6][CH:7]=2)[C:9]([NH2:14])=[N:10][CH:11]=1, predict the reactants needed to synthesize it. The reactants are: [O:1]([C:8]1[C:9]([NH2:14])=[N:10][CH:11]=[CH:12][CH:13]=1)[C:2]1[CH:7]=[CH:6][CH:5]=[CH:4][CH:3]=1.[Br:15]Br.S(=O)(O)[O-].[Na+].